From a dataset of Full USPTO retrosynthesis dataset with 1.9M reactions from patents (1976-2016). Predict the reactants needed to synthesize the given product. (1) The reactants are: ClC(OCC)=O.[CH3:7][O:8][C:9]([C@H:11]1[CH2:16][CH2:15][C@H:14]([C:17]2[CH:22]=[CH:21][C:20]([C:23]3[N:28]=[C:27]([C:29](O)=[O:30])[CH:26]=[N:25][C:24]=3[CH3:32])=[CH:19][CH:18]=2)[CH2:13][CH2:12]1)=[O:10].C[N:34]1CCOCC1.N. Given the product [NH2:34][C:29]([C:27]1[N:28]=[C:23]([C:20]2[CH:21]=[CH:22][C:17]([C@H:14]3[CH2:13][CH2:12][C@H:11]([C:9]([O:8][CH3:7])=[O:10])[CH2:16][CH2:15]3)=[CH:18][CH:19]=2)[C:24]([CH3:32])=[N:25][CH:26]=1)=[O:30], predict the reactants needed to synthesize it. (2) Given the product [CH3:7][C:8]1[N:9]=[C:10]([NH:13][C:14]2[CH:19]=[C:18]([O:20][C:21]3[CH:22]=[C:23]([CH:24]=[CH:25][CH:26]=3)[O:27][CH2:29][C:30]([O:32][C:33]([CH3:36])([CH3:35])[CH3:34])=[O:31])[CH:17]=[CH:16][N:15]=2)[S:11][CH:12]=1, predict the reactants needed to synthesize it. The reactants are: C(=O)([O-])[O-].[K+].[K+].[CH3:7][C:8]1[N:9]=[C:10]([NH:13][C:14]2[CH:19]=[C:18]([O:20][C:21]3[CH:22]=[C:23]([OH:27])[CH:24]=[CH:25][CH:26]=3)[CH:17]=[CH:16][N:15]=2)[S:11][CH:12]=1.Br[CH2:29][C:30]([O:32][C:33]([CH3:36])([CH3:35])[CH3:34])=[O:31]. (3) Given the product [F:23][C:2]1[CH:3]=[CH:4][C:5]([N:8]2[CH:12]=[C:11]([CH2:13][CH2:14][CH2:15][OH:16])[C:10]([CH:20]([CH3:22])[CH3:21])=[N:9]2)=[N:6][CH:7]=1, predict the reactants needed to synthesize it. The reactants are: N[C:2]1[CH:3]=[CH:4][C:5]([N:8]2[CH:12]=[C:11]([CH2:13][CH2:14][C:15](OCC)=[O:16])[C:10]([CH:20]([CH3:22])[CH3:21])=[N:9]2)=[N:6][CH:7]=1.[F:23][B-](F)(F)F.[H+].O1CCOCC1.N([O-])=O.[Na+]. (4) Given the product [F:17][C:15]1[CH:14]=[CH:13][C:11]2[N:12]=[C:8]([O:7][C:6]3[CH:18]=[CH:19][C:3]([CH2:2][N:27]4[CH2:26][CH:25]5[CH2:21][N:22]([C:29]([NH2:31])=[O:30])[CH2:23][CH:24]5[CH2:28]4)=[CH:4][CH:5]=3)[S:9][C:10]=2[CH:16]=1, predict the reactants needed to synthesize it. The reactants are: Cl[CH2:2][C:3]1[CH:19]=[CH:18][C:6]([O:7][C:8]2[S:9][C:10]3[CH:16]=[C:15]([F:17])[CH:14]=[CH:13][C:11]=3[N:12]=2)=[CH:5][CH:4]=1.Cl.[CH2:21]1[CH:25]2[CH2:26][NH:27][CH2:28][CH:24]2[CH2:23][N:22]1[C:29]([NH2:31])=[O:30].C([O-])([O-])=O.[Cs+].[Cs+]. (5) Given the product [Cl:1][C:2]1[CH:3]=[CH:4][C:5]([I:11])=[C:6]([CH:10]=1)[CH:7]=[O:8], predict the reactants needed to synthesize it. The reactants are: [Cl:1][C:2]1[CH:3]=[CH:4][C:5]([I:11])=[C:6]([CH:10]=1)[C:7](O)=[O:8].O1CCCC1.B.ClCCCl. (6) Given the product [Br:15][C:13]1[CH:12]=[CH:11][C:7]2[C:8](=[O:10])[O:9][C:1](=[O:2])[NH:5][C:6]=2[CH:14]=1, predict the reactants needed to synthesize it. The reactants are: [C:1](Cl)(Cl)=[O:2].[NH2:5][C:6]1[CH:14]=[C:13]([Br:15])[CH:12]=[CH:11][C:7]=1[C:8]([OH:10])=[O:9].